From a dataset of Peptide-MHC class I binding affinity with 185,985 pairs from IEDB/IMGT. Regression. Given a peptide amino acid sequence and an MHC pseudo amino acid sequence, predict their binding affinity value. This is MHC class I binding data. (1) The peptide sequence is TIEDDKIVTM. The MHC is HLA-A02:06 with pseudo-sequence HLA-A02:06. The binding affinity (normalized) is 0.0602. (2) The peptide sequence is LPYNWKNFY. The MHC is Patr-B1301 with pseudo-sequence Patr-B1301. The binding affinity (normalized) is 0.118.